This data is from Full USPTO retrosynthesis dataset with 1.9M reactions from patents (1976-2016). The task is: Predict the reactants needed to synthesize the given product. Given the product [Cl:13][C:3]1[CH:2]=[CH:7][C:6]([N+:8]([O-:10])=[O:9])=[CH:25][C:23]=1[OH:24], predict the reactants needed to synthesize it. The reactants are: Cl[C:2]1[CH:7]=[C:6]([N+:8]([O-:10])=[O:9])C=C[C:3]=1OC.[Cl-:13].[NH+]1C=CC=CC=1.CCO[C:23]([CH3:25])=[O:24].